Dataset: Forward reaction prediction with 1.9M reactions from USPTO patents (1976-2016). Task: Predict the product of the given reaction. (1) Given the reactants CC1(C)C(C)(C)OB([C:9]2[CH:10]=[C:11]3[CH:17]=[CH:16][NH:15][C:12]3=[N:13][CH:14]=2)O1.Cl[C:20]1[N:25]=[C:24]([C:26]([N:28]2[CH2:33][CH2:32][CH2:31][CH2:30][CH2:29]2)=[O:27])[CH:23]=[N:22][CH:21]=1.C([O-])([O-])=O.[Cs+].[Cs+], predict the reaction product. The product is: [NH:15]1[C:12]2=[N:13][CH:14]=[C:9]([C:20]3[N:25]=[C:24]([C:26]([N:28]4[CH2:29][CH2:30][CH2:31][CH2:32][CH2:33]4)=[O:27])[CH:23]=[N:22][CH:21]=3)[CH:10]=[C:11]2[CH:17]=[CH:16]1. (2) Given the reactants N[CH:2]([C:4]1[N:5]([C:16]2[CH:21]=[CH:20][CH:19]=[CH:18][CH:17]=2)[C:6](=[O:15])[C:7]2[C:12]([CH:13]=1)=[CH:11][CH:10]=[CH:9][C:8]=2[Cl:14])[CH3:3].N([O-])=[O:23].[Na+].C(=O)(O)[O-].[Na+], predict the reaction product. The product is: [Cl:14][C:8]1[CH:9]=[CH:10][CH:11]=[C:12]2[C:7]=1[C:6](=[O:15])[N:5]([C:16]1[CH:21]=[CH:20][CH:19]=[CH:18][CH:17]=1)[C:4]([CH:2]([OH:23])[CH3:3])=[CH:13]2. (3) Given the reactants Cl[C:2]1[C:7]([Cl:8])=[CH:6][C:5]([Cl:9])=[CH:4][N:3]=1.[Cl:10][C:11]1[CH:17]=[CH:16][C:14]([NH2:15])=[CH:13][CH:12]=1.C1(P(C2C=CC=CC=2)C2C=CC=CC=2)C=CC=CC=1.CC(C)([O-])C.[Na+], predict the reaction product. The product is: [Cl:8][C:7]1[C:2]([NH:15][C:14]2[CH:16]=[CH:17][C:11]([Cl:10])=[CH:12][CH:13]=2)=[N:3][CH:4]=[C:5]([Cl:9])[CH:6]=1.